This data is from Reaction yield outcomes from USPTO patents with 853,638 reactions. The task is: Predict the reaction yield, written as a fraction of the theoretical maximum amount of product (1.0 means a 100% yield; for example, 0.34 means a 34% yield). (1) The reactants are [F:1][C:2]1[CH:10]=[C:9]2[C:5]([C:6]([C:20]3[CH:21]=[N:22][N:23](C(OC(C)(C)C)=O)[CH:24]=3)=[CH:7][N:8]2[S:11]([C:14]2[CH:19]=[CH:18][CH:17]=[CH:16][CH:15]=2)(=[O:13])=[O:12])=[CH:4][CH:3]=1.Cl. The catalyst is CO.CCOCC. The product is [F:1][C:2]1[CH:10]=[C:9]2[C:5]([C:6]([C:20]3[CH:24]=[N:23][NH:22][CH:21]=3)=[CH:7][N:8]2[S:11]([C:14]2[CH:15]=[CH:16][CH:17]=[CH:18][CH:19]=2)(=[O:12])=[O:13])=[CH:4][CH:3]=1. The yield is 0.890. (2) The reactants are [Br:1][C:2]1[CH:7]=[CH:6][CH:5]=[C:4]([Br:8])[C:3]=1[CH3:9].[Br:10]N1C(=O)CCC1=O.C(OOC(=O)C1C=CC=CC=1)(=O)C1C=CC=CC=1. The catalyst is C(Cl)(Cl)(Cl)Cl. The product is [Br:1][C:2]1[CH:7]=[CH:6][CH:5]=[C:4]([Br:8])[C:3]=1[CH2:9][Br:10]. The yield is 0.980. (3) The reactants are [C:1]1([CH3:15])[CH:6]=[C:5]([CH3:7])[CH:4]=[C:3]([CH3:8])[C:2]=1[O:9][CH2:10][C:11](OC)=[O:12].O.[NH2:17][NH2:18]. The catalyst is O1CCCC1. The product is [C:1]1([CH3:15])[CH:6]=[C:5]([CH3:7])[CH:4]=[C:3]([CH3:8])[C:2]=1[O:9][CH2:10][C:11]([NH:17][NH2:18])=[O:12]. The yield is 0.890. (4) The reactants are [C:1]([C:5]1[CH:10]=[CH:9][C:8]([C:11]2[N:15]([CH3:16])[N:14]=[C:13]([C:17](=O)[CH3:18])[C:12]=2[OH:20])=[CH:7][CH:6]=1)([CH3:4])([CH3:3])[CH3:2].[Br:21][C:22]1[CH:31]=[C:30]([C:32]([NH:34][NH2:35])=[O:33])[CH:29]=[CH:28][C:23]=1[C:24]([O:26][CH3:27])=[O:25]. The catalyst is C(O)(C)C. The product is [Br:21][C:22]1[CH:31]=[C:30]([C:32]([NH:34][N:35]=[C:17]([C:13]2[C:12]([OH:20])=[C:11]([C:8]3[CH:9]=[CH:10][C:5]([C:1]([CH3:4])([CH3:3])[CH3:2])=[CH:6][CH:7]=3)[N:15]([CH3:16])[N:14]=2)[CH3:18])=[O:33])[CH:29]=[CH:28][C:23]=1[C:24]([O:26][CH3:27])=[O:25]. The yield is 0.860.